Dataset: Full USPTO retrosynthesis dataset with 1.9M reactions from patents (1976-2016). Task: Predict the reactants needed to synthesize the given product. (1) Given the product [F:1][C:2]1[CH:7]=[C:6]([N:32]([C:29]2[CH:28]=[CH:27][C:26]([F:25])=[CH:31][CH:30]=2)[C:33]([C:35]2([C:38]([NH2:43])=[O:40])[CH2:36][CH2:37]2)=[O:34])[CH:5]=[CH:4][C:3]=1[NH:9][C:10]1[CH:15]=[CH:14][N:13]=[C:12]2[CH:16]=[C:17]([C:19]3[N:20]=[CH:21][N:22]([CH3:24])[CH:23]=3)[S:18][C:11]=12, predict the reactants needed to synthesize it. The reactants are: [F:1][C:2]1[CH:7]=[C:6](N)[CH:5]=[CH:4][C:3]=1[NH:9][C:10]1[CH:15]=[CH:14][N:13]=[C:12]2[CH:16]=[C:17]([C:19]3[N:20]=[CH:21][N:22]([CH3:24])[CH:23]=3)[S:18][C:11]=12.[F:25][C:26]1[CH:31]=[CH:30][C:29]([NH:32][C:33]([C:35]2([C:38]([OH:40])=O)[CH2:37][CH2:36]2)=[O:34])=[CH:28][CH:27]=1.CC[N:43](C(C)C)C(C)C.CN(C(ON1N=NC2C=CC=NC1=2)=[N+](C)C)C.F[P-](F)(F)(F)(F)F. (2) The reactants are: [O:1]=[C:2]1[N:6]2[C:7]3[CH:8]=[CH:9][CH:10]=[CH:11][C:12]=3[CH2:13][C@H:5]2[C@H:4]([CH2:14][NH:15][C:16](=[O:18])[CH3:17])[O:3]1.[Br:19]N1C(=O)CCC1=O. Given the product [Br:19][C:10]1[CH:9]=[CH:8][C:7]2[N:6]3[C:2](=[O:1])[O:3][C@@H:4]([CH2:14][NH:15][C:16](=[O:18])[CH3:17])[C@@H:5]3[CH2:13][C:12]=2[CH:11]=1, predict the reactants needed to synthesize it. (3) Given the product [C:29]([N:1]1[CH2:6][CH2:5][CH2:4][CH:3]([N:7]2[C:11]3[CH:12]=[CH:13][CH:14]=[CH:15][C:10]=3[N:9]=[C:8]2[NH:16][C:17]([C:19]2[S:20][C:21]([C:24]3[CH:25]=[N:26][NH:27][CH:28]=3)=[CH:22][CH:23]=2)=[O:18])[CH2:2]1)(=[O:32])[CH:30]=[CH2:31], predict the reactants needed to synthesize it. The reactants are: [NH:1]1[CH2:6][CH2:5][CH2:4][CH:3]([N:7]2[C:11]3[CH:12]=[CH:13][CH:14]=[CH:15][C:10]=3[N:9]=[C:8]2[NH:16][C:17]([C:19]2[S:20][C:21]([C:24]3[CH:25]=[N:26][NH:27][CH:28]=3)=[CH:22][CH:23]=2)=[O:18])[CH2:2]1.[C:29](Cl)(=[O:32])[CH:30]=[CH2:31].[OH-].[Na+]. (4) Given the product [OH:12][C:4]1[CH:3]=[C:2]([NH:1][S:24]([C:22]2[S:23][C:19]3[CH:18]=[CH:17][C:16]([CH:13]([CH3:15])[CH3:14])=[CH:29][C:20]=3[C:21]=2[CH3:28])(=[O:25])=[O:26])[CH:11]=[CH:10][C:5]=1[C:6]([O:8][CH3:9])=[O:7], predict the reactants needed to synthesize it. The reactants are: [NH2:1][C:2]1[CH:3]=[C:4]([OH:12])[C:5](=[CH:10][CH:11]=1)[C:6]([O:8][CH3:9])=[O:7].[CH:13]([C:16]1[CH:17]=[CH:18][C:19]2[S:23][C:22]([S:24](Cl)(=[O:26])=[O:25])=[C:21]([CH3:28])[C:20]=2[CH:29]=1)([CH3:15])[CH3:14]. (5) Given the product [Cl:2][C:3]1[CH:9]=[CH:8][C:6]([S:15]([Cl:1])(=[O:17])=[O:16])=[CH:5][C:4]=1[CH3:10], predict the reactants needed to synthesize it. The reactants are: [ClH:1].[Cl:2][C:3]1[CH:9]=[CH:8][C:6](N)=[CH:5][C:4]=1[CH3:10].N([O-])=O.[Na+].[S:15](=[O:17])=[O:16]. (6) Given the product [CH2:1]([O:8][C:9]1[CH:10]=[CH:11][C:12]([C@@H:20]([O:23][Si:24]([C:27]([CH3:30])([CH3:29])[CH3:28])([CH3:26])[CH3:25])[CH2:21][NH:32][CH3:31])=[C:13]2[C:18]=1[NH:17][C:16](=[O:19])[CH:15]=[CH:14]2)[C:2]1[CH:7]=[CH:6][CH:5]=[CH:4][CH:3]=1, predict the reactants needed to synthesize it. The reactants are: [CH2:1]([O:8][C:9]1[CH:10]=[CH:11][C:12]([C@@H:20]([O:23][Si:24]([C:27]([CH3:30])([CH3:29])[CH3:28])([CH3:26])[CH3:25])[CH2:21]Br)=[C:13]2[C:18]=1[NH:17][C:16](=[O:19])[CH:15]=[CH:14]2)[C:2]1[CH:7]=[CH:6][CH:5]=[CH:4][CH:3]=1.[CH3:31][NH2:32].O1CCCC1. (7) Given the product [Br:7][C:8]1[CH:9]=[C:10]([C:20]([OH:24])=[O:21])[N:11]([C:13]2[C:18]([Cl:19])=[CH:17][CH:16]=[CH:15][N:14]=2)[CH:12]=1, predict the reactants needed to synthesize it. The reactants are: [Mn]([O-])(=O)(=O)=O.[K+].[Br:7][C:8]1[CH:9]=[C:10]([CH:20]=[O:21])[N:11]([C:13]2[C:18]([Cl:19])=[CH:17][CH:16]=[CH:15][N:14]=2)[CH:12]=1.CC(C)=[O:24].[OH-].[Na+]. (8) Given the product [OH:8][C:9]1[CH:10]=[CH:11][C:12]([CH2:15][CH2:16][C:17]([CH3:27])([S:23]([CH3:26])(=[O:25])=[O:24])[C:18]([O:20][CH2:21][CH3:22])=[O:19])=[CH:13][CH:14]=1, predict the reactants needed to synthesize it. The reactants are: C([O:8][C:9]1[CH:14]=[CH:13][C:12]([CH2:15][CH2:16][C:17]([CH3:27])([S:23]([CH3:26])(=[O:25])=[O:24])[C:18]([O:20][CH2:21][CH3:22])=[O:19])=[CH:11][CH:10]=1)C1C=CC=CC=1.C1CCCCC=1. (9) The reactants are: NN.[C:3]1([C:9]([N:22]=[C:23]=O)(C2C=CC=CC=2)C2C=CC=CC=2)C=[CH:7][CH:6]=[CH:5][CH:4]=1.CC[OH:27]. Given the product [CH3:23][N:22]1[CH2:9][CH2:3][CH2:4][CH2:5][CH:6]1[CH2:7][OH:27], predict the reactants needed to synthesize it. (10) Given the product [NH2:2][C:4]1[C:9]([C:10]([O:12][CH2:13][CH3:14])=[O:11])=[CH:8][N:7]=[C:6]([S:15][CH3:16])[N:5]=1, predict the reactants needed to synthesize it. The reactants are: [OH-].[NH4+:2].Cl[C:4]1[C:9]([C:10]([O:12][CH2:13][CH3:14])=[O:11])=[CH:8][N:7]=[C:6]([S:15][CH3:16])[N:5]=1.